This data is from Full USPTO retrosynthesis dataset with 1.9M reactions from patents (1976-2016). The task is: Predict the reactants needed to synthesize the given product. (1) Given the product [ClH:1].[CH2:2]([O:9][C:10]1[CH:11]=[C:12]([C:16]2([F:22])[CH2:17][CH2:18][N:19]([CH2:24][CH2:25][CH2:26][CH:27]3[CH2:32][CH2:31][CH2:30][CH2:29][CH2:28]3)[CH2:20][CH2:21]2)[CH:13]=[CH:14][CH:15]=1)[C:3]1[CH:4]=[CH:5][CH:6]=[CH:7][CH:8]=1, predict the reactants needed to synthesize it. The reactants are: [ClH:1].[CH2:2]([O:9][C:10]1[CH:11]=[C:12]([C:16]2([F:22])[CH2:21][CH2:20][NH:19][CH2:18][CH2:17]2)[CH:13]=[CH:14][CH:15]=1)[C:3]1[CH:8]=[CH:7][CH:6]=[CH:5][CH:4]=1.Br[CH2:24][CH2:25][CH2:26][CH:27]1[CH2:32][CH2:31][CH2:30][CH2:29][CH2:28]1.Cl. (2) Given the product [CH3:1][C@@H:2]([CH2:45][CH3:46])[C@H:3]([N:11]1[CH2:15][CH2:14][N:13]([CH2:16][C:17]2[CH:22]=[CH:21][CH:20]=[C:19]([CH2:23][O:24][C:25]([C:26]3[CH:31]=[CH:30][CH:29]=[CH:28][CH:27]=3)([C:38]3[CH:39]=[CH:40][CH:41]=[CH:42][CH:43]=3)[C:32]3[CH:33]=[CH:34][CH:35]=[CH:36][CH:37]=3)[N:18]=2)[C:12]1=[O:44])[C:4]([OH:6])=[O:5], predict the reactants needed to synthesize it. The reactants are: [CH3:1][C@@H:2]([CH2:45][CH3:46])[C@H:3]([N:11]1[CH2:15][CH2:14][N:13]([CH2:16][C:17]2[CH:22]=[CH:21][CH:20]=[C:19]([CH2:23][O:24][C:25]([C:38]3[CH:43]=[CH:42][CH:41]=[CH:40][CH:39]=3)([C:32]3[CH:37]=[CH:36][CH:35]=[CH:34][CH:33]=3)[C:26]3[CH:31]=[CH:30][CH:29]=[CH:28][CH:27]=3)[N:18]=2)[C:12]1=[O:44])[C:4]([O:6]C(C)(C)C)=[O:5].ClCCl. (3) Given the product [CH2:18]1[CH2:19][N:11]([CH2:10][CH2:9][P:4]([OH:5])([OH:8])=[O:3])[C:12]2=[C:13]([OH:21])[C:14](=[O:20])[C:15]2=[N:16][CH2:17]1, predict the reactants needed to synthesize it. The reactants are: C([O:3][P:4]([CH2:9][CH2:10][N:11]1[CH2:19][CH2:18][CH2:17][NH:16][C:15]2[C:14](=[O:20])[C:13](=[O:21])[C:12]1=2)(=[O:8])[O:5]CC)C.C[Si](Br)(C)C. (4) Given the product [CH3:34][O:35][N:36]=[C:30]([C:4]1[CH:5]=[CH:6][C:7]([N:8]2[CH2:9][CH2:10][N:11]([C:14](=[O:29])[C:15]3[CH:20]=[C:19]([S:21]([CH3:24])(=[O:22])=[O:23])[CH:18]=[CH:17][C:16]=3[O:25][CH:26]([CH3:28])[CH3:27])[CH2:12][CH2:13]2)=[C:2]([F:1])[CH:3]=1)[CH3:31], predict the reactants needed to synthesize it. The reactants are: [F:1][C:2]1[CH:3]=[C:4]([C:30](=O)[CH3:31])[CH:5]=[CH:6][C:7]=1[N:8]1[CH2:13][CH2:12][N:11]([C:14](=[O:29])[C:15]2[CH:20]=[C:19]([S:21]([CH3:24])(=[O:23])=[O:22])[CH:18]=[CH:17][C:16]=2[O:25][CH:26]([CH3:28])[CH3:27])[CH2:10][CH2:9]1.Cl.[CH3:34][O:35][NH2:36].C([O-])(=O)C.[Na+]. (5) Given the product [C:16]1([C:9]2[C:8]3[C:3](=[CH:4][CH:5]=[CH:6][CH:7]=3)[C:2]([C:34]3[CH:35]=[CH:36][C:31]([C:23]4[O:22][C:26]5[CH:27]=[CH:28][CH:29]=[CH:30][C:25]=5[N:24]=4)=[CH:32][CH:33]=3)=[C:15]3[C:10]=2[CH:11]=[CH:12][CH:13]=[CH:14]3)[CH:17]=[CH:18][CH:19]=[CH:20][CH:21]=1, predict the reactants needed to synthesize it. The reactants are: Br[C:2]1[C:3]2[C:8]([C:9]([C:16]3[CH:21]=[CH:20][CH:19]=[CH:18][CH:17]=3)=[C:10]3[C:15]=1[CH:14]=[CH:13][CH:12]=[CH:11]3)=[CH:7][CH:6]=[CH:5][CH:4]=2.[O:22]1[C:26]2[CH:27]=[CH:28][CH:29]=[CH:30][C:25]=2[N:24]=[C:23]1[C:31]1[CH:36]=[CH:35][C:34](B(O)O)=[CH:33][CH:32]=1.C1(C)C=CC=CC=1P(C1C=CC=CC=1C)C1C=CC=CC=1C.C(=O)([O-])[O-].[K+].[K+]. (6) Given the product [F:1][C:2]1[CH:7]=[CH:6][C:5]([S:8]([NH:11][C:12]2[C:21]([C:22]([OH:24])=[O:23])=[C:20]3[C:15]([C:16]4[CH:28]=[CH:27][O:26][C:17]=4[CH2:18][O:19]3)=[CH:14][CH:13]=2)(=[O:9])=[O:10])=[C:4](/[CH:29]=[CH:30]\[CH2:31][N:32]2[CH2:36][CH2:35][C@@H:34]([OH:37])[CH2:33]2)[CH:3]=1, predict the reactants needed to synthesize it. The reactants are: [F:1][C:2]1[CH:7]=[CH:6][C:5]([S:8]([NH:11][C:12]2[C:21]([C:22]([O:24]C)=[O:23])=[C:20]3[C:15]([C:16]4[CH:28]=[CH:27][O:26][C:17]=4[CH2:18][O:19]3)=[CH:14][CH:13]=2)(=[O:10])=[O:9])=[C:4](/[CH:29]=[CH:30]\[CH2:31][N:32]2[CH2:36][CH2:35][C@@H:34]([O:37]C(=O)C)[CH2:33]2)[CH:3]=1.O.[OH-].[Li+].C(O)=O.